From a dataset of Reaction yield outcomes from USPTO patents with 853,638 reactions. Predict the reaction yield, written as a fraction of the theoretical maximum amount of product (1.0 means a 100% yield; for example, 0.34 means a 34% yield). (1) The reactants are [CH3:1][O:2][C:3]1[CH:4]=[C:5]([Mg]Br)[CH:6]=[CH:7][CH:8]=1.[N:11]12[CH2:18][CH2:17][C:14]([C:19]([O:21]CC)=O)([CH2:15][CH2:16]1)[CH2:13][CH2:12]2. The catalyst is C1COCC1. The product is [N:11]12[CH2:12][CH2:13][C:14]([C:19]([C:7]3[CH:6]=[CH:5][CH:4]=[C:3]([O:2][CH3:1])[CH:8]=3)([C:5]3[CH:6]=[CH:7][CH:8]=[C:3]([O:2][CH3:1])[CH:4]=3)[OH:21])([CH2:15][CH2:16]1)[CH2:17][CH2:18]2. The yield is 0.929. (2) The reactants are [Br:1]Br.[O:3]=[C:4]([CH3:18])[CH2:5][CH2:6][N:7]1[C:15](=[O:16])[C:14]2[C:9](=[CH:10][CH:11]=[CH:12][CH:13]=2)[C:8]1=[O:17].ClCCl. The catalyst is CO. The product is [Br:1][CH2:18][C:4](=[O:3])[CH2:5][CH2:6][N:7]1[C:15](=[O:16])[C:14]2[C:9](=[CH:10][CH:11]=[CH:12][CH:13]=2)[C:8]1=[O:17]. The yield is 0.490. (3) The reactants are [CH2:1]([O:8][C:9]1[CH:18]=[C:17]2[C:12]([CH:13]=[C:14]([CH:19]=[O:20])[CH:15]=[N:16]2)=[CH:11][CH:10]=1)[CH2:2][CH2:3][CH2:4][CH2:5][CH2:6][CH3:7].[CH3:21][Mg]I. The catalyst is C1COCC1. The product is [CH2:1]([O:8][C:9]1[CH:18]=[C:17]2[C:12]([CH:13]=[C:14]([CH:19]([OH:20])[CH3:21])[CH:15]=[N:16]2)=[CH:11][CH:10]=1)[CH2:2][CH2:3][CH2:4][CH2:5][CH2:6][CH3:7]. The yield is 0.800. (4) The reactants are [CH:1]([C:3]1[CH:18]=[CH:17][C:6]([O:7][C:8]2[CH:16]=[CH:15][C:11]([C:12]([NH2:14])=[O:13])=[CH:10][CH:9]=2)=[CH:5][CH:4]=1)=O.[CH2:19]([NH2:27])[CH2:20][C:21]1[CH:26]=[CH:25][CH:24]=[CH:23][CH:22]=1.[BH4-].[Na+]. The catalyst is CO. The product is [CH2:19]([NH:27][CH2:1][C:3]1[CH:18]=[CH:17][C:6]([O:7][C:8]2[CH:16]=[CH:15][C:11]([C:12]([NH2:14])=[O:13])=[CH:10][CH:9]=2)=[CH:5][CH:4]=1)[CH2:20][C:21]1[CH:26]=[CH:25][CH:24]=[CH:23][CH:22]=1. The yield is 0.930.